Predict the product of the given reaction. From a dataset of Forward reaction prediction with 1.9M reactions from USPTO patents (1976-2016). (1) Given the reactants Br[C:2]1[CH:3]=[C:4]([CH:9]=[CH:10][C:11]=1[O:12][CH2:13][CH:14]1[CH2:16][CH2:15]1)[C:5]([O:7][CH3:8])=[O:6].[C:17](C1C=C(C=C(OC(C)C)C=1)C(OC)=O)#[N:18], predict the reaction product. The product is: [C:17]([C:2]1[CH:3]=[C:4]([CH:9]=[CH:10][C:11]=1[O:12][CH2:13][CH:14]1[CH2:16][CH2:15]1)[C:5]([O:7][CH3:8])=[O:6])#[N:18]. (2) Given the reactants CS(O[CH:6]1[CH2:11][CH2:10][O:9][CH:8]([C:12]2[CH:17]=[CH:16][C:15]([Br:18])=[CH:14][C:13]=2[F:19])[CH2:7]1)(=O)=O.[C:20]([O-])([O-])=O.[K+].[K+].FC(F)(F)[C:28]1[CH:29]=[C:30]([SH:34])[CH:31]=[CH:32][CH:33]=1.CCO[C:40]([CH3:42])=[O:41], predict the reaction product. The product is: [Br:18][C:15]1[CH:16]=[CH:17][C:12]([CH:8]2[CH2:7][CH:6]([S:34][C:30]3[CH:31]=[CH:32][CH:33]=[C:28]([O:41][CH:40]([CH3:42])[CH3:20])[CH:29]=3)[CH2:11][CH2:10][O:9]2)=[C:13]([F:19])[CH:14]=1. (3) Given the reactants [CH3:1][C:2]1[CH:11]=[CH:10][C:9]2[C:4](=[C:5]([NH2:12])[CH:6]=[CH:7][CH:8]=2)[N:3]=1.[CH3:13][O:14][C:15]1[CH:20]=[CH:19][C:18]([S:21](Cl)(=[O:23])=[O:22])=[C:17]([N+:25]([O-:27])=[O:26])[CH:16]=1, predict the reaction product. The product is: [N+:25]([C:17]1[CH:16]=[C:15]([O:14][CH3:13])[CH:20]=[CH:19][C:18]=1[S:21]([NH:12][C:5]1[CH:6]=[CH:7][CH:8]=[C:9]2[C:4]=1[N:3]=[C:2]([CH3:1])[CH:11]=[CH:10]2)(=[O:23])=[O:22])([O-:27])=[O:26].